From a dataset of Catalyst prediction with 721,799 reactions and 888 catalyst types from USPTO. Predict which catalyst facilitates the given reaction. Reactant: [OH-].[K+].[Cl:3][C:4]1[C:9]([Cl:10])=[CH:8][CH:7]=[CH:6][C:5]=1[S:11][C:12]1[S:16][C:15]([C:17]([O:19]CC)=[O:18])=[CH:14][C:13]=1[N+:22]([O-:24])=[O:23]. Product: [Cl:3][C:4]1[C:9]([Cl:10])=[CH:8][CH:7]=[CH:6][C:5]=1[S:11][C:12]1[S:16][C:15]([C:17]([OH:19])=[O:18])=[CH:14][C:13]=1[N+:22]([O-:24])=[O:23]. The catalyst class is: 6.